This data is from Peptide-MHC class I binding affinity with 185,985 pairs from IEDB/IMGT. The task is: Regression. Given a peptide amino acid sequence and an MHC pseudo amino acid sequence, predict their binding affinity value. This is MHC class I binding data. The peptide sequence is YVIKVSNRV. The MHC is HLA-A26:01 with pseudo-sequence HLA-A26:01. The binding affinity (normalized) is 0.399.